Predict the reactants needed to synthesize the given product. From a dataset of Full USPTO retrosynthesis dataset with 1.9M reactions from patents (1976-2016). (1) Given the product [OH:1][C:2]1[CH:7]=[C:6]([O:8][CH3:17])[CH:5]=[CH:4][C:3]=1[C:9]([C:11]1[CH:12]=[CH:13][CH:14]=[CH:15][CH:16]=1)=[O:10], predict the reactants needed to synthesize it. The reactants are: [OH:1][C:2]1[CH:7]=[C:6]([OH:8])[CH:5]=[CH:4][C:3]=1[C:9]([C:11]1[CH:16]=[CH:15][CH:14]=[CH:13][CH:12]=1)=[O:10].[C:17]([O-])([O-])=O.[Cs+].[Cs+].IC. (2) Given the product [Cl:1][C:2]1[CH:7]=[C:6]([N:8]([CH3:34])[C:9]2[C:10]([CH:30]3[CH2:32][CH2:31]3)=[N:11][C:12]([N:17]3[CH2:22][CH2:21][N:20]([C:23](=[O:28])[CH2:24][CH2:25][O:26][CH3:27])[C@H:19]([CH3:29])[CH2:18]3)=[C:13]([CH:16]=2)[C:14]#[N:15])[CH:5]=[CH:4][N:3]=1, predict the reactants needed to synthesize it. The reactants are: [Cl:1][C:2]1[CH:7]=[C:6]([NH:8][C:9]2[C:10]([CH:30]3[CH2:32][CH2:31]3)=[N:11][C:12]([N:17]3[CH2:22][CH2:21][N:20]([C:23](=[O:28])[CH2:24][CH2:25][O:26][CH3:27])[C@H:19]([CH3:29])[CH2:18]3)=[C:13]([CH:16]=2)[C:14]#[N:15])[CH:5]=[CH:4][N:3]=1.I[CH3:34].[H-].[Na+]. (3) Given the product [C:1]([O:5][C:6]([N:8]1[CH2:13][CH2:12][C:11]2[N:14]([CH2:25][CH:27]([OH:26])[CH2:43][N:40]3[CH2:41][CH2:42][N:37]([C:32]4[CH:33]=[CH:34][CH:35]=[CH:36][C:31]=4[C:29]#[N:30])[CH2:38][CH2:39]3)[N:15]=[C:16]([C:17]3[CH:22]=[CH:21][C:20]([Cl:23])=[C:19]([CH3:24])[CH:18]=3)[C:10]=2[CH2:9]1)=[O:7])([CH3:3])([CH3:4])[CH3:2], predict the reactants needed to synthesize it. The reactants are: [C:1]([O:5][C:6]([N:8]1[CH2:13][CH2:12][C:11]2[N:14]([CH:25]3[CH2:27][O:26]3)[N:15]=[C:16]([C:17]3[CH:22]=[CH:21][C:20]([Cl:23])=[C:19]([CH3:24])[CH:18]=3)[C:10]=2[CH:9]1C)=[O:7])([CH3:4])([CH3:3])[CH3:2].[C:29]([C:31]1[CH:36]=[CH:35][CH:34]=[CH:33][C:32]=1[N:37]1[CH2:42][CH2:41][NH:40][CH2:39][CH2:38]1)#[N:30].[CH3:43]CO.